Task: Predict which catalyst facilitates the given reaction.. Dataset: Catalyst prediction with 721,799 reactions and 888 catalyst types from USPTO Reactant: C(OC(=O)[NH:7][CH2:8][CH2:9][CH2:10][N:11]([CH:21]([C:25]1[N:30]([CH2:31][C:32]2[CH:37]=[CH:36][CH:35]=[CH:34][CH:33]=2)[C:29](=[O:38])[C:28]2=[CH:39][CH:40]=[C:41]([Cl:42])[N:27]2[N:26]=1)[CH:22]1[CH2:24][CH2:23]1)[C:12](=[O:20])[C:13]1[CH:18]=[CH:17][C:16]([CH3:19])=[CH:15][CH:14]=1)(C)(C)C.Cl.O1CCOCC1. Product: [ClH:42].[NH2:7][CH2:8][CH2:9][CH2:10][N:11]([CH:21]([C:25]1[N:30]([CH2:31][C:32]2[CH:33]=[CH:34][CH:35]=[CH:36][CH:37]=2)[C:29](=[O:38])[C:28]2=[CH:39][CH:40]=[C:41]([Cl:42])[N:27]2[N:26]=1)[CH:22]1[CH2:24][CH2:23]1)[C:12](=[O:20])[C:13]1[CH:18]=[CH:17][C:16]([CH3:19])=[CH:15][CH:14]=1. The catalyst class is: 28.